Dataset: Forward reaction prediction with 1.9M reactions from USPTO patents (1976-2016). Task: Predict the product of the given reaction. (1) Given the reactants [F:1][C:2]1[CH:7]=[CH:6][C:5]([C:8]2[O:9][C:10]3[CH:20]=[C:19]([N:21]([CH3:26])[S:22]([CH3:25])(=[O:24])=[O:23])[C:18]([C:27]4[N:32]=[C:31]([C:33]5[N:34](C(OC(C)(C)C)=O)[C:35]6[C:40]([C:41]=5[CH3:42])=[CH:39][CH:38]=[CH:37][CH:36]=6)[C:30]([CH2:50][CH2:51][OH:52])=[CH:29][CH:28]=4)=[CH:17][C:11]=3[C:12]=2[C:13](=[O:16])[NH:14][CH3:15])=[CH:4][CH:3]=1.C(O)(C(F)(F)F)=O, predict the reaction product. The product is: [F:1][C:2]1[CH:3]=[CH:4][C:5]([C:8]2[O:9][C:10]3[CH:20]=[C:19]([N:21]([CH3:26])[S:22]([CH3:25])(=[O:24])=[O:23])[C:18]([C:27]4[CH:28]=[CH:29][C:30]([CH2:50][CH2:51][OH:52])=[C:31]([C:33]5[NH:34][C:35]6[C:40]([C:41]=5[CH3:42])=[CH:39][CH:38]=[CH:37][CH:36]=6)[N:32]=4)=[CH:17][C:11]=3[C:12]=2[C:13]([NH:14][CH3:15])=[O:16])=[CH:6][CH:7]=1. (2) Given the reactants C(OC(=O)COC1C=CC(SC2C=CC(C=O)=CC=2)=CC=1C)C.[CH2:24]([O:26][C:27](=[O:39])[CH2:28][O:29][C:30]1[CH:35]=[C:34]([CH3:36])[C:33]([SH:37])=[CH:32][C:31]=1[CH3:38])[CH3:25].Cl[C:41]1[CH:48]=[CH:47][C:44]([CH:45]=[O:46])=[CH:43][C:42]=1[CH3:49], predict the reaction product. The product is: [CH2:24]([O:26][C:27](=[O:39])[CH2:28][O:29][C:30]1[CH:35]=[C:34]([CH3:36])[C:33]([S:37][C:41]2[CH:48]=[CH:47][C:44]([CH:45]=[O:46])=[CH:43][C:42]=2[CH3:49])=[CH:32][C:31]=1[CH3:38])[CH3:25]. (3) Given the reactants [CH2:1]([O:8][NH:9][C:10]1[N:17]=[CH:16][CH:15]=[CH:14][C:11]=1[C:12]#[N:13])[C:2]1[CH:7]=[CH:6][CH:5]=[CH:4][CH:3]=1.Cl[C:19](=[O:26])[CH2:20][C:21]([O:23][CH2:24][CH3:25])=[O:22], predict the reaction product. The product is: [CH2:1]([O:8][N:9]([C:10]1[C:11]([C:12]#[N:13])=[CH:14][CH:15]=[CH:16][N:17]=1)[C:19](=[O:26])[CH2:20][C:21]([O:23][CH2:24][CH3:25])=[O:22])[C:2]1[CH:3]=[CH:4][CH:5]=[CH:6][CH:7]=1. (4) Given the reactants [CH3:1][O:2][C:3]1[CH:4]=[C:5]([NH:11][C:12]2[C:13]([NH:22][S:23]([C:26]3[CH:27]=[N:28][C:29]([CH2:32]O)=[CH:30][CH:31]=3)(=[O:25])=[O:24])=[N:14][C:15]3[C:20]([N:21]=2)=[CH:19][CH:18]=[CH:17][CH:16]=3)[CH:6]=[C:7]([O:9][CH3:10])[CH:8]=1.S(Cl)([Cl:36])=O.O.C([O-])(O)=O.[Na+], predict the reaction product. The product is: [Cl:36][CH2:32][C:29]1[N:28]=[CH:27][C:26]([S:23]([NH:22][C:13]2[C:12]([NH:11][C:5]3[CH:4]=[C:3]([O:2][CH3:1])[CH:8]=[C:7]([O:9][CH3:10])[CH:6]=3)=[N:21][C:20]3[C:15](=[CH:16][CH:17]=[CH:18][CH:19]=3)[N:14]=2)(=[O:25])=[O:24])=[CH:31][CH:30]=1.